This data is from Catalyst prediction with 721,799 reactions and 888 catalyst types from USPTO. The task is: Predict which catalyst facilitates the given reaction. (1) Reactant: [C:1]([O:5][C:6](=[O:26])[CH2:7][CH:8]([NH:15][S:16]([C:19]1[CH:24]=[CH:23][CH:22]=[CH:21][C:20]=1[OH:25])(=[O:18])=[O:17])[C:9]([N:11]([O:13][CH3:14])[CH3:12])=[O:10])([CH3:4])([CH3:3])[CH3:2].[N:27]1[C:36]2[C:31](=[CH:32][CH:33]=[CH:34][CH:35]=2)[CH:30]=[CH:29][C:28]=1CCO.[C:40]1(P(C2C=CC=CC=2)C2C=CC=CC=2)C=CC=C[CH:41]=1.CCOC(/N=N/C(OCC)=O)=O. Product: [C:1]([O:5][C:6](=[O:26])[CH2:7][C@H:8]([NH:15][S:16]([C:19]1[CH:24]=[CH:23][CH:22]=[CH:21][C:20]=1[O:25][CH2:40][CH2:41][C:32]1[CH:33]=[CH:34][CH:35]=[C:36]2[C:31]=1[CH:30]=[CH:29][CH:28]=[N:27]2)(=[O:18])=[O:17])[C:9]([N:11]([O:13][CH3:14])[CH3:12])=[O:10])([CH3:4])([CH3:2])[CH3:3]. The catalyst class is: 1. (2) Reactant: Br[C:2]1[C:11]2[C:6](=[CH:7][CH:8]=[C:9]3[O:15][CH2:14][CH2:13][O:12][C:10]3=2)[N:5]=[CH:4][C:3]=1[Cl:16].C(=O)([O-])[O-].[K+].[K+].[CH:23](B)=[CH2:24]. Product: [Cl:16][C:3]1[CH:4]=[N:5][C:6]2[C:11]([C:2]=1[CH:23]=[CH2:24])=[C:10]1[O:12][CH2:13][CH2:14][O:15][C:9]1=[CH:8][CH:7]=2. The catalyst class is: 108.